Predict the product of the given reaction. From a dataset of Forward reaction prediction with 1.9M reactions from USPTO patents (1976-2016). (1) Given the reactants [C:1]([Cl:6])(=[O:5])[C:2](Cl)=[O:3].Cl.[N:8]1([C:14]([C:16]2[CH:21]=[CH:20][CH:19]=[CH:18][C:17]=2[C:22]([F:25])([F:24])[F:23])=[O:15])[CH2:13][CH2:12][NH:11][CH2:10][CH2:9]1.FC(F)(F)C1C=CC=CC=1C(O)=O, predict the reaction product. The product is: [O:3]=[C:2]([N:11]1[CH2:12][CH2:13][N:8]([C:14](=[O:15])[C:16]2[CH:21]=[CH:20][CH:19]=[CH:18][C:17]=2[C:22]([F:25])([F:23])[F:24])[CH2:9][CH2:10]1)[C:1]([Cl:6])=[O:5]. (2) Given the reactants [O:1]1[CH:5]=[CH:4][CH:3]=[C:2]1[C:6]1[O:7][C:8]([CH3:41])=[C:9]([CH2:11][O:12][C:13]2[CH:38]=[CH:37][C:16]([CH2:17][O:18][C:19]3[C:23](/[CH:24]=[CH:25]/[C:26]([O:28]CC)=[O:27])=[CH:22][N:21]([C:31]4[CH:36]=[CH:35][CH:34]=[CH:33][CH:32]=4)[N:20]=3)=[CH:15][C:14]=2[O:39][CH3:40])[N:10]=1.O1CCCC1.[OH-].[Na+].Cl, predict the reaction product. The product is: [O:1]1[CH:5]=[CH:4][CH:3]=[C:2]1[C:6]1[O:7][C:8]([CH3:41])=[C:9]([CH2:11][O:12][C:13]2[CH:38]=[CH:37][C:16]([CH2:17][O:18][C:19]3[C:23](/[CH:24]=[CH:25]/[C:26]([OH:28])=[O:27])=[CH:22][N:21]([C:31]4[CH:36]=[CH:35][CH:34]=[CH:33][CH:32]=4)[N:20]=3)=[CH:15][C:14]=2[O:39][CH3:40])[N:10]=1. (3) Given the reactants [NH2:1][C@@H:2]([C@H:10]([C@@H:12]1[C@@H:16]([O:17][Si:18]([C:21]([CH3:24])([CH3:23])[CH3:22])([CH3:20])[CH3:19])[C@@H:15]([O:25][Si:26]([C:29]([CH3:32])([CH3:31])[CH3:30])([CH3:28])[CH3:27])[C@H:14]([N:33]2[CH:38]=[CH:37][C:36](=[O:39])[N:35]([CH2:40][C:41]3[CH:46]=[CH:45][C:44]([O:47][CH3:48])=[CH:43][CH:42]=3)[C:34]2=[O:49])[O:13]1)[OH:11])[C:3]([O:5][C:6]([CH3:9])([CH3:8])[CH3:7])=[O:4].[CH:50]1[C:62]2[CH:61]([CH2:63][O:64][C:65](=[O:84])[NH:66][CH2:67][CH2:68][CH2:69][CH2:70][CH2:71][CH2:72][CH2:73][CH2:74][CH2:75][CH2:76][C:77](=[O:83])[NH:78][CH2:79][CH2:80][CH:81]=O)[C:60]3[C:55](=[CH:56][CH:57]=[CH:58][CH:59]=3)[C:54]=2[CH:53]=[CH:52][CH:51]=1.C(O[BH-](OC(=O)C)OC(=O)C)(=O)C.[Na+], predict the reaction product. The product is: [Si:18]([O:17][C@H:16]1[C@@H:15]([O:25][Si:26]([C:29]([CH3:32])([CH3:31])[CH3:30])([CH3:27])[CH3:28])[C@H:14]([N:33]2[CH:38]=[CH:37][C:36](=[O:39])[N:35]([CH2:40][C:41]3[CH:46]=[CH:45][C:44]([O:47][CH3:48])=[CH:43][CH:42]=3)[C:34]2=[O:49])[O:13][CH:12]1[C@H:10]([OH:11])[C@@H:2]([C:3]([O:5][C:6]([CH3:7])([CH3:9])[CH3:8])=[O:4])[NH:1][CH2:81][CH2:80][CH2:79][NH:78][C:77](=[O:83])[CH2:76][CH2:75][CH2:74][CH2:73][CH2:72][CH2:71][CH2:70][CH2:69][CH2:68][CH2:67][NH:66][C:65](=[O:84])[O:64][CH2:63][CH:61]1[C:60]2[CH:59]=[CH:58][CH:57]=[CH:56][C:55]=2[C:54]2[C:62]1=[CH:50][CH:51]=[CH:52][CH:53]=2)([C:21]([CH3:22])([CH3:23])[CH3:24])([CH3:20])[CH3:19]. (4) Given the reactants I[C:2]1[CH:11]=[C:10]2[C:5]([CH:6]=[CH:7][C:8]([S:12]([NH2:15])(=[O:14])=[O:13])=[CH:9]2)=[CH:4][CH:3]=1.[O:16]1[CH2:21][CH2:20][N:19]([CH2:22][CH2:23][O:24]C2C=CC=C3C=2C=C(S(O)(=O)=O)C=C3)[CH2:18][CH2:17]1, predict the reaction product. The product is: [O:16]1[CH2:21][CH2:20][N:19]([CH2:22][CH2:23][O:24][C:11]2[CH:2]=[CH:3][CH:4]=[C:5]3[C:10]=2[CH:9]=[C:8]([S:12]([NH2:15])(=[O:14])=[O:13])[CH:7]=[CH:6]3)[CH2:18][CH2:17]1. (5) Given the reactants [CH3:1][O:2][CH:3]1[CH2:12][CH2:11][C:10]2[C:5](=[CH:6][CH:7]=[C:8]([C:13]#[CH:14])[CH:9]=2)[CH2:4]1.[Br:15][C:16]1[CH:21]=[C:20](I)[CH:19]=[CH:18][CH:17]=1.Cl, predict the reaction product. The product is: [CH3:1][O:2][CH:3]1[CH2:12][CH2:11][C:10]2[C:5](=[CH:6][CH:7]=[C:8]([C:13]#[C:14][C:18]3[CH:19]=[CH:20][CH:21]=[C:16]([Br:15])[CH:17]=3)[CH:9]=2)[CH2:4]1. (6) Given the reactants [Cl:1][C:2]1[NH:6][C:5]2[CH:7]=[CH:8][CH:9]=[CH:10][C:4]=2[N:3]=1.[CH2:11]([O:13][CH:14]([O:17][CH2:18][CH3:19])[CH2:15]Br)[CH3:12].CCO.[OH-].[Na+], predict the reaction product. The product is: [Cl:1][C:2]1[N:6]([CH2:15][CH:14]([O:17][CH2:18][CH3:19])[O:13][CH2:11][CH3:12])[C:5]2[CH:7]=[CH:8][CH:9]=[CH:10][C:4]=2[N:3]=1. (7) Given the reactants Cl[CH2:2][C:3]([NH:5][CH2:6][CH2:7][N:8]1[C:20]2[C:19]3[CH:18]=[CH:17][CH:16]=[CH:15][C:14]=3[N:13]=[C:12]([C:21]([F:24])([F:23])[F:22])[C:11]=2[N:10]=[C:9]1[C:25]1[NH:26][CH:27]=[CH:28][CH:29]=1)=[O:4].[CH3:30][NH2:31], predict the reaction product. The product is: [CH3:30][NH:31][CH2:2][C:3]([NH:5][CH2:6][CH2:7][N:8]1[C:20]2[C:19]3[CH:18]=[CH:17][CH:16]=[CH:15][C:14]=3[N:13]=[C:12]([C:21]([F:24])([F:23])[F:22])[C:11]=2[N:10]=[C:9]1[C:25]1[NH:26][CH:27]=[CH:28][CH:29]=1)=[O:4]. (8) Given the reactants Br[C:2]1[CH:3]=[C:4]([N:22]([CH:24]2[CH2:29][CH2:28][CH2:27][CH2:26][CH2:25]2)[CH3:23])[C:5]([CH3:21])=[C:6]([CH:20]=1)[C:7]([NH:9][CH2:10][C:11]1[C:12](=[O:19])[NH:13][C:14]([CH3:18])=[CH:15][C:16]=1[CH3:17])=[O:8].[CH3:30][N:31]([CH2:33][C:34]1[CH:39]=[CH:38][C:37](B(O)O)=[CH:36][CH:35]=1)[CH3:32].C([O-])([O-])=O.[Na+].[Na+], predict the reaction product. The product is: [CH:24]1([N:22]([CH3:23])[C:4]2[C:5]([CH3:21])=[C:6]([C:7]([NH:9][CH2:10][C:11]3[C:12](=[O:19])[NH:13][C:14]([CH3:18])=[CH:15][C:16]=3[CH3:17])=[O:8])[CH:20]=[C:2]([C:37]3[CH:38]=[CH:39][C:34]([CH2:33][N:31]([CH3:32])[CH3:30])=[CH:35][CH:36]=3)[CH:3]=2)[CH2:29][CH2:28][CH2:27][CH2:26][CH2:25]1. (9) Given the reactants [Br:1][C:2]1[C:10]2[O:9][CH2:8][C:7](=O)[C:6]=2[CH:5]=[CH:4][CH:3]=1.[Cl-].[CH3:13][O:14][NH3+:15].C([O-])(=O)C.[Na+], predict the reaction product. The product is: [CH3:13][O:14][N:15]=[C:7]1[C:6]2[CH:5]=[CH:4][CH:3]=[C:2]([Br:1])[C:10]=2[O:9][CH2:8]1. (10) The product is: [CH3:33][C:27]1[CH:28]=[C:29]([CH3:32])[CH:30]=[CH:31][C:26]=1[N:21]([CH2:22][CH:23]([CH3:25])[CH3:24])[S:18]([C:15]1[CH:14]=[CH:13][C:12]([CH:4]([N+:1]([O-:3])=[O:2])[CH2:5][CH2:6][C:7]([O:9][CH3:10])=[O:8])=[CH:17][CH:16]=1)(=[O:20])=[O:19]. Given the reactants [N+:1]([CH2:4][CH2:5][CH2:6][C:7]([O:9][CH3:10])=[O:8])([O-:3])=[O:2].Br[C:12]1[CH:17]=[CH:16][C:15]([S:18]([N:21]([C:26]2[CH:31]=[CH:30][C:29]([CH3:32])=[CH:28][C:27]=2[CH3:33])[CH2:22][CH:23]([CH3:25])[CH3:24])(=[O:20])=[O:19])=[CH:14][CH:13]=1.C(P(C(C)(C)C)C1C=CC=CC=1C1C=CC=CC=1C)(C)(C)C.C(=O)([O-])[O-].[Cs+].[Cs+], predict the reaction product.